Dataset: Full USPTO retrosynthesis dataset with 1.9M reactions from patents (1976-2016). Task: Predict the reactants needed to synthesize the given product. (1) Given the product [Si:1]([O:8][C:9]([CH3:56])([CH3:57])[C:10]#[C:11][C:12]1[N:17]=[C:16]([C@@H:18]([NH:28][C:29](=[O:35])[O:30][C:31]([CH3:34])([CH3:33])[CH3:32])[CH2:19][C:20]2[CH:25]=[C:24]([F:26])[CH:23]=[C:22]([F:27])[CH:21]=2)[C:15]([C:36]2[CH:37]=[CH:38][C:39]([Cl:55])=[C:40]3[C:44]=2[N:43]([CH3:45])[N:42]=[C:41]3[NH:46][CH2:47][CH3:48])=[CH:14][CH:13]=1)([C:4]([CH3:5])([CH3:6])[CH3:7])([CH3:3])[CH3:2], predict the reactants needed to synthesize it. The reactants are: [Si:1]([O:8][C:9]([CH3:57])([CH3:56])[C:10]#[C:11][C:12]1[N:17]=[C:16]([C@@H:18]([NH:28][C:29](=[O:35])[O:30][C:31]([CH3:34])([CH3:33])[CH3:32])[CH2:19][C:20]2[CH:25]=[C:24]([F:26])[CH:23]=[C:22]([F:27])[CH:21]=2)[C:15]([C:36]2[CH:37]=[CH:38][C:39]([Cl:55])=[C:40]3[C:44]=2[N:43]([CH3:45])[N:42]=[C:41]3[N:46](CC)[C:47](=O)[C:48](F)(F)F)=[CH:14][CH:13]=1)([C:4]([CH3:7])([CH3:6])[CH3:5])([CH3:3])[CH3:2].C([O-])([O-])=O.[K+].[K+]. (2) Given the product [CH3:5][N:6]1[C:14]2[C:9](=[CH:10][CH:11]=[CH:12][CH:13]=2)[C:8]([C:22](=[O:28])[C:23]([O:25][CH2:26][CH3:27])=[O:24])=[C:7]1[C:15]1[CH:20]=[CH:19][CH:18]=[CH:17][CH:16]=1, predict the reactants needed to synthesize it. The reactants are: [Cl-].[Al+3].[Cl-].[Cl-].[CH3:5][N:6]1[C:14]2[C:9](=[CH:10][CH:11]=[CH:12][CH:13]=2)[CH:8]=[C:7]1[C:15]1[CH:20]=[CH:19][CH:18]=[CH:17][CH:16]=1.Cl[C:22](=[O:28])[C:23]([O:25][CH2:26][CH3:27])=[O:24].C(=O)(O)[O-].[Na+]. (3) Given the product [C:26]([C:10]1[C:11]2[C:16](=[CH:15][C:14]([O:19][C:20]3[CH:25]=[CH:24][CH:23]=[CH:22][CH:21]=3)=[CH:13][CH:12]=2)[C:17]([OH:18])=[C:8]([C:6]([NH:28][CH2:29][CH2:30][CH2:31][CH2:32][C:33]([OH:35])=[O:34])=[O:7])[N:9]=1)#[N:27], predict the reactants needed to synthesize it. The reactants are: C(O[C:6]([C:8]1[N:9]=[C:10]([C:26]#[N:27])[C:11]2[C:16]([C:17]=1[OH:18])=[CH:15][C:14]([O:19][C:20]1[CH:25]=[CH:24][CH:23]=[CH:22][CH:21]=1)=[CH:13][CH:12]=2)=[O:7])CCC.[NH2:28][CH2:29][CH2:30][CH2:31][CH2:32][C:33]([OH:35])=[O:34].C[O-].[Na+]. (4) Given the product [Br:1][C:2]1[CH:3]=[CH:4][C:5]([C:8]2[CH2:12][C@@H:11]([CH2:13][NH:18][CH2:17][CH2:15][OH:16])[O:10][N:9]=2)=[N:6][CH:7]=1, predict the reactants needed to synthesize it. The reactants are: [Br:1][C:2]1[CH:3]=[CH:4][C:5]([C:8]2[CH2:12][C@@H:11]([CH2:13]Cl)[O:10][N:9]=2)=[N:6][CH:7]=1.[CH2:15]([CH2:17][NH2:18])[OH:16].CS(C)=O. (5) Given the product [NH2:1][C:2]1[C:7]2[C:8]([C:11]3[CH:16]=[CH:15][C:14]([NH:17][C:18]([C:20]4[N:21]([CH3:29])[C:22]5[C:27]([CH:28]=4)=[CH:26][CH:25]=[CH:24][CH:23]=5)=[O:19])=[C:13]([O:30][CH3:31])[CH:12]=3)=[CH:9][S:10][C:6]=2[C:5]([C:32]([NH:39][CH2:38][CH:37]([O:40][CH3:41])[O:36][CH3:35])=[O:33])=[CH:4][N:3]=1, predict the reactants needed to synthesize it. The reactants are: [NH2:1][C:2]1[C:7]2[C:8]([C:11]3[CH:16]=[CH:15][C:14]([NH:17][C:18]([C:20]4[N:21]([CH3:29])[C:22]5[C:27]([CH:28]=4)=[CH:26][CH:25]=[CH:24][CH:23]=5)=[O:19])=[C:13]([O:30][CH3:31])[CH:12]=3)=[CH:9][S:10][C:6]=2[C:5]([C:32](O)=[O:33])=[CH:4][N:3]=1.[CH3:35][O:36][CH:37]([O:40][CH3:41])[CH2:38][NH2:39].CC[NH+](CC)CC.CC[NH+](CC)CC.C([O-])([O-])=O. (6) Given the product [CH:1]1([C@H:5]([NH:7][C:8]2[N:16]=[C:15]([C:17]([OH:19])=[O:18])[N:14]=[C:13]3[C:9]=2[N:10]([CH2:31][C:32]2[CH:37]=[CH:36][C:35]([C:38]([F:39])([F:40])[F:41])=[CH:34][CH:33]=2)[C:11]([NH:21][C@H:22]([C:24]2[CH:29]=[CH:28][C:27]([F:30])=[CH:26][CH:25]=2)[CH3:23])=[N:12]3)[CH3:6])[CH2:4][CH2:3][CH2:2]1, predict the reactants needed to synthesize it. The reactants are: [CH:1]1([C@H:5]([NH:7][C:8]2[N:16]=[C:15]([C:17]([O:19]C)=[O:18])[N:14]=[C:13]3[C:9]=2[N:10]([CH2:31][C:32]2[CH:37]=[CH:36][C:35]([C:38]([F:41])([F:40])[F:39])=[CH:34][CH:33]=2)[C:11]([NH:21][C@@H:22]([C:24]2[CH:29]=[CH:28][C:27]([F:30])=[CH:26][CH:25]=2)[CH3:23])=[N:12]3)[CH3:6])[CH2:4][CH2:3][CH2:2]1.[Li+].[OH-].